Dataset: Catalyst prediction with 721,799 reactions and 888 catalyst types from USPTO. Task: Predict which catalyst facilitates the given reaction. (1) Reactant: C([O:3][C:4](=[O:21])[CH:5]([C:12]1[CH:17]=[CH:16][C:15]([S:18][CH3:19])=[C:14]([Cl:20])[CH:13]=1)[CH2:6][CH:7]1[CH2:11][CH2:10][CH2:9][CH2:8]1)C.[OH-].[K+].Cl. Product: [Cl:20][C:14]1[CH:13]=[C:12]([CH:5]([CH2:6][CH:7]2[CH2:11][CH2:10][CH2:9][CH2:8]2)[C:4]([OH:21])=[O:3])[CH:17]=[CH:16][C:15]=1[S:18][CH3:19]. The catalyst class is: 8. (2) Reactant: [Br:1][C:2]1[CH:3]=[C:4]([CH:49]=[CH:50][CH:51]=1)[CH2:5][N:6]1[CH:11]=[CH:10][CH:9]=[C:8]([C:12]([NH:14][C@@H:15]([CH2:23][CH2:24][CH2:25][NH:26][C:27]([NH:29]S(C2C(C)=C3C(=C(C)C=2C)OC(C)(C)CC3)(=O)=O)=[NH:28])[C:16]([O:18]C(C)(C)C)=[O:17])=[O:13])[C:7]1=[O:48].[C:52]([OH:58])([C:54]([F:57])([F:56])[F:55])=[O:53].C([SiH](CC)CC)C. Product: [Br:1][C:2]1[CH:3]=[C:4]([CH:49]=[CH:50][CH:51]=1)[CH2:5][N:6]1[CH:11]=[CH:10][CH:9]=[C:8]([C:12]([NH:14][C@@H:15]([CH2:23][CH2:24][CH2:25][NH:26][C:27]([NH2:29])=[NH:28])[C:16]([OH:18])=[O:17])=[O:13])[C:7]1=[O:48].[C:52]([OH:58])([C:54]([F:57])([F:56])[F:55])=[O:53]. The catalyst class is: 6. (3) Reactant: [C:1]1([C:7]([NH:9][CH:10]2[CH2:15][CH:14]([C:16]3[CH:21]=[CH:20][C:19]([C:22]([F:25])([F:24])[F:23])=[CH:18][CH:17]=3)[CH2:13][N:12]([C:26](OC3C=CC([N+]([O-])=O)=CC=3)=[O:27])[CH2:11]2)=[O:8])[CH:6]=[CH:5][CH:4]=[CH:3][CH:2]=1.Cl.[NH2:39][C@@H:40]1[CH2:45][CH2:44][C@H:43]([OH:46])[CH2:42][CH2:41]1.C(=O)([O-])[O-].[K+].[K+]. Product: [OH:46][CH:43]1[CH2:44][CH2:45][CH:40]([NH:39][C:26]([N:12]2[CH2:13][CH:14]([C:16]3[CH:21]=[CH:20][C:19]([C:22]([F:25])([F:23])[F:24])=[CH:18][CH:17]=3)[CH2:15][CH:10]([NH:9][C:7]([C:1]3[CH:2]=[CH:3][CH:4]=[CH:5][CH:6]=3)=[O:8])[CH2:11]2)=[O:27])[CH2:41][CH2:42]1. The catalyst class is: 3. (4) Reactant: CCN(CC)CC.[CH3:8][C:9]1[C:14]([O:15][C:16]2[CH:21]=[CH:20][N:19]=[C:18]([NH:22][C:23]3[CH:31]=[CH:30][C:26]([C:27]([O-:29])=O)=[CH:25][CH:24]=3)[CH:17]=2)=[CH:13][CH:12]=[C:11]([CH3:32])[N:10]=1.[Li+].[N:34]1([CH2:39][CH2:40][NH2:41])[CH:38]=[CH:37][CH:36]=[CH:35]1.CN(C(ON1N=NC2C=CC=CC1=2)=[N+](C)C)C.F[P-](F)(F)(F)(F)F. Product: [CH3:8][C:9]1[C:14]([O:15][C:16]2[CH:21]=[CH:20][N:19]=[C:18]([NH:22][C:23]3[CH:31]=[CH:30][C:26]([C:27]([NH:41][CH2:40][CH2:39][N:34]4[CH:38]=[CH:37][CH:36]=[CH:35]4)=[O:29])=[CH:25][CH:24]=3)[CH:17]=2)=[CH:13][CH:12]=[C:11]([CH3:32])[N:10]=1. The catalyst class is: 44. (5) Reactant: [OH-].[Na+].C1COCC1.[Cl:8][C:9]1[CH:14]=[CH:13][C:12]([C:15]2[CH:20]=[CH:19][C:18]([NH:21][CH2:22][C:23]3[CH:28]=[CH:27][CH:26]=[C:25]([C:29]([F:32])([F:31])[F:30])[C:24]=3[C:33]3[CH:34]=[CH:35][C:36]([C:39]([NH:41][CH2:42][CH2:43][C:44]([O:46]CC)=[O:45])=[O:40])=[N:37][CH:38]=3)=[CH:17][CH:16]=2)=[CH:11][CH:10]=1.Cl. Product: [Cl:8][C:9]1[CH:10]=[CH:11][C:12]([C:15]2[CH:20]=[CH:19][C:18]([NH:21][CH2:22][C:23]3[CH:28]=[CH:27][CH:26]=[C:25]([C:29]([F:30])([F:32])[F:31])[C:24]=3[C:33]3[CH:34]=[CH:35][C:36]([C:39]([NH:41][CH2:42][CH2:43][C:44]([OH:46])=[O:45])=[O:40])=[N:37][CH:38]=3)=[CH:17][CH:16]=2)=[CH:13][CH:14]=1. The catalyst class is: 5. (6) The catalyst class is: 241. Product: [CH3:1][O:2][C:3]1[CH:4]=[C:5]2[C:10](=[CH:11][C:12]=1[O:13][CH3:14])[C:9](=[O:15])[NH:8][CH2:7]/[C:6]/2=[CH:16]\[C:17]([NH:20][C:21]1[CH:30]=[CH:29][CH:28]=[CH:27][C:22]=1[C:23]([O:25][CH3:26])=[O:24])=[O:19]. Reactant: [CH3:1][O:2][C:3]1[CH:4]=[C:5]2[C:10](=[CH:11][C:12]=1[O:13][CH3:14])[C:9](=[O:15])[NH:8][CH2:7]/[C:6]/2=[CH:16]\[C:17]([OH:19])=O.[NH2:20][C:21]1[CH:30]=[CH:29][CH:28]=[CH:27][C:22]=1[C:23]([O:25][CH3:26])=[O:24].C1C=CC2N(O)N=NC=2C=1.CCN=C=NCCCN(C)C.CCN(CC)CC. (7) Reactant: Br[C:2]1[CH:7]=[CH:6][CH:5]=[CH:4][C:3]=1[N+:8]([O-])=O.[CH:11]1[CH:16]=[CH:15][C:14]([O:17][C:18]2[CH:23]=[CH:22][C:21](Br)=[CH:20][CH:19]=2)=[CH:13][CH:12]=1.C(P(C(C)(C)C)C1C=[CH:34][CH:33]=[CH:32][C:31]=1[C:36]1[CH:41]=[CH:40][CH:39]=[CH:38][CH:37]=1)(C)(C)C.P([O-])([O-])([O-])=[O:47].[K+].[K+].[K+].[C:54]([O:57][CH2:58][CH2:59][CH2:60]C)(=O)[CH3:55]. Product: [O:17]([C:18]1[CH:23]=[CH:22][C:21]([N:8]2[C:3]3[C:2](=[CH:7][C:6]([CH2:60][CH2:59][C:58]([O:57][CH2:54][CH3:55])=[O:47])=[CH:5][CH:4]=3)[C:33]([CH2:32][CH2:31][C:36]3[CH:37]=[CH:38][CH:39]=[CH:40][CH:41]=3)=[CH:34]2)=[CH:20][CH:19]=1)[C:14]1[CH:15]=[CH:16][CH:11]=[CH:12][CH:13]=1. The catalyst class is: 167. (8) The catalyst class is: 5. Reactant: [CH:1]([O:4][C:5]([N:7]1[C:16]2[C:11](=[CH:12][C:13]([C:17]([F:20])([F:19])[F:18])=[CH:14][CH:15]=2)[C@H:10]([N:21]([CH2:26][C:27]2[CH:32]=[C:31]([C:33]([F:36])([F:35])[F:34])[CH:30]=[C:29]([C:37]([F:40])([F:39])[F:38])[CH:28]=2)[C:22]([O:24][CH3:25])=[O:23])[CH2:9][C@@H:8]1[CH:41]1[CH2:43][CH:42]1[C:44](OCC)=[O:45])=[O:6])([CH3:3])[CH3:2].[BH4-].[Na+]. Product: [CH:1]([O:4][C:5]([N:7]1[C:16]2[C:11](=[CH:12][C:13]([C:17]([F:20])([F:19])[F:18])=[CH:14][CH:15]=2)[C@H:10]([N:21]([CH2:26][C:27]2[CH:28]=[C:29]([C:37]([F:38])([F:39])[F:40])[CH:30]=[C:31]([C:33]([F:36])([F:34])[F:35])[CH:32]=2)[C:22]([O:24][CH3:25])=[O:23])[CH2:9][C@@H:8]1[CH:41]1[CH2:43][CH:42]1[CH2:44][OH:45])=[O:6])([CH3:2])[CH3:3]. (9) Reactant: [OH:1][CH2:2][CH2:3][N:4]([CH2:27][CH2:28][OH:29])[C:5]1[CH:6]=[CH:7][C:8]([N:17]=[N:18][C:19]2[S:23][N:22]=[C:21]([CH3:24])[C:20]=2[C:25]#[N:26])=[C:9]([NH:11][C:12](=[O:16])[CH2:13][CH2:14][CH3:15])[CH:10]=1.C(=O)([O-])[O-].[K+].[K+].Cl[CH2:37][CH2:38][C:39](Cl)=[O:40].[O:42]1C[CH2:45][CH2:44][CH2:43]1. Product: [C:12]([NH:11][C:9]1[CH:10]=[C:5]([N:4]([CH2:27][CH2:28][O:29][C:43](=[O:42])[CH:44]=[CH2:45])[CH2:3][CH2:2][O:1][C:39](=[O:40])[CH:38]=[CH2:37])[CH:6]=[CH:7][C:8]=1[N:17]=[N:18][C:19]1[S:23][N:22]=[C:21]([CH3:24])[C:20]=1[C:25]#[N:26])(=[O:16])[CH2:13][CH2:14][CH3:15]. The catalyst class is: 6. (10) Reactant: Cl[C:2]1[C:12]2[CH:11]=[C:10]([C:13]([O:15][CH3:16])=[O:14])[CH2:9][CH2:8][NH:7][C:6]=2[N:5]=[CH:4][N:3]=1.[NH2:17][C:18]1[CH:39]=[CH:38][C:21]([C:22]([N:24]2[CH2:29][CH2:28][CH:27]([NH:30][C:31](=[O:37])[O:32][C:33]([CH3:36])([CH3:35])[CH3:34])[CH2:26][CH2:25]2)=[O:23])=[C:20]([Cl:40])[CH:19]=1.[Cl-].[NH+]1C=CC=CC=1.C(=O)([O-])O.[Na+]. Product: [C:33]([O:32][C:31]([NH:30][CH:27]1[CH2:28][CH2:29][N:24]([C:22]([C:21]2[CH:38]=[CH:39][C:18]([NH:17][C:2]3[C:12]4[CH:11]=[C:10]([C:13]([O:15][CH3:16])=[O:14])[CH2:9][CH2:8][NH:7][C:6]=4[N:5]=[CH:4][N:3]=3)=[CH:19][C:20]=2[Cl:40])=[O:23])[CH2:25][CH2:26]1)=[O:37])([CH3:36])([CH3:34])[CH3:35]. The catalyst class is: 60.